Dataset: Reaction yield outcomes from USPTO patents with 853,638 reactions. Task: Predict the reaction yield, written as a fraction of the theoretical maximum amount of product (1.0 means a 100% yield; for example, 0.34 means a 34% yield). (1) The reactants are C[O:2][C:3]1[CH:10]=[CH:9][C:6]([CH:7]=[O:8])=[CH:5][N:4]=1.[Cl:11][C:12]1[CH:19]=[CH:18][C:15]([CH2:16]Br)=[CH:14][CH:13]=1. No catalyst specified. The product is [Cl:11][C:12]1[CH:19]=[CH:18][C:15]([CH2:16][N:4]2[C:3](=[O:2])[CH:10]=[CH:9][C:6]([CH:7]=[O:8])=[CH:5]2)=[CH:14][CH:13]=1. The yield is 0.680. (2) The reactants are [C:1]([O:5][CH:6]([C:11]1[C:12]([CH3:39])=[N:13][C:14]2[N:15]([N:29]=[C:30]([C:33]3[CH:38]=[CH:37][CH:36]=[CH:35][CH:34]=3)[C:31]=2C)[C:16]=1[C:17]1[C:18]([CH3:28])=[C:19]2[C:24](=[C:25]([F:27])[CH:26]=1)[O:23][CH2:22][CH2:21][CH2:20]2)[C:7]([O:9][CH3:10])=[O:8])([CH3:4])([CH3:3])[CH3:2].[Br:40]N1C(=O)CCC1=O. The catalyst is C(#N)C. The product is [Br:40][C:31]1[C:30]([C:33]2[CH:38]=[CH:37][CH:36]=[CH:35][CH:34]=2)=[N:29][N:15]2[C:16]([C:17]3[C:18]([CH3:28])=[C:19]4[C:24](=[C:25]([F:27])[CH:26]=3)[O:23][CH2:22][CH2:21][CH2:20]4)=[C:11]([CH:6]([O:5][C:1]([CH3:4])([CH3:3])[CH3:2])[C:7]([O:9][CH3:10])=[O:8])[C:12]([CH3:39])=[N:13][C:14]=12. The yield is 0.520.